Dataset: Full USPTO retrosynthesis dataset with 1.9M reactions from patents (1976-2016). Task: Predict the reactants needed to synthesize the given product. (1) Given the product [F:8][CH:9]([F:24])[O:10][C:11]1[CH:16]=[CH:15][C:14]([NH2:17])=[CH:13][C:12]=1[O:20][CH:21]([CH3:22])[CH3:23], predict the reactants needed to synthesize it. The reactants are: O.O.[Sn](Cl)(Cl)(Cl)Cl.[F:8][CH:9]([F:24])[O:10][C:11]1[CH:16]=[CH:15][C:14]([N+:17]([O-])=O)=[CH:13][C:12]=1[O:20][CH:21]([CH3:23])[CH3:22].[OH-].[Na+]. (2) The reactants are: [CH3:1][O:2][C:3]1[CH:4]=[C:5]2[C:9](=[CH:10][CH:11]=1)[NH:8][C:7]([C:12]([OH:14])=O)=[CH:6]2.C1N=CN(C(N2C=NC=C2)=O)C=1.[NH2:27][C:28]1[S:29][C:30]([N+:33]([O-:35])=[O:34])=[CH:31][N:32]=1. Given the product [N+:33]([C:30]1[S:29][C:28]([NH:27][C:12]([C:7]2[NH:8][C:9]3[C:5]([CH:6]=2)=[CH:4][C:3]([O:2][CH3:1])=[CH:11][CH:10]=3)=[O:14])=[N:32][CH:31]=1)([O-:35])=[O:34], predict the reactants needed to synthesize it. (3) Given the product [Br:18][C:19]1[CH:20]=[CH:21][C:22]([C@@H:25]([NH:27][C:2]2[N:7]=[C:6]([NH:8][C:9]3[CH:13]=[C:12]([CH:14]4[CH2:16][CH2:15]4)[NH:11][N:10]=3)[C:5]([Cl:17])=[CH:4][N:3]=2)[CH3:26])=[N:23][CH:24]=1, predict the reactants needed to synthesize it. The reactants are: Cl[C:2]1[N:7]=[C:6]([NH:8][C:9]2[CH:13]=[C:12]([CH:14]3[CH2:16][CH2:15]3)[NH:11][N:10]=2)[C:5]([Cl:17])=[CH:4][N:3]=1.[Br:18][C:19]1[CH:20]=[CH:21][C:22]([C@@H:25]([NH2:27])[CH3:26])=[N:23][CH:24]=1.CCN(C(C)C)C(C)C. (4) Given the product [Cl:1][C:2]1[CH:3]=[CH:4][C:5]([OH:26])=[C:6]([C:8]2[CH2:12][CH2:11][CH2:10][C:9]=2[C:13]2[CH:14]=[C:15]([C:19]([O:20][CH2:34][CH3:35])=[O:38])[N:16]=[N:17][CH:18]=2)[CH:7]=1, predict the reactants needed to synthesize it. The reactants are: [Cl:1][C:2]1[CH:3]=[CH:4][C:5]([O:26]CC2C=CC=CC=2)=[C:6]([C:8]2[CH2:12][CH2:11][CH2:10][C:9]=2[C:13]2[CH:14]=[C:15]([C:19](NC(C)(C)C)=[O:20])[N:16]=[N:17][CH:18]=2)[CH:7]=1.[CH2:34](O)[CH3:35].S(=O)(=O)(O)[OH:38].O. (5) Given the product [CH2:42]([N:44]([CH2:45][CH3:46])[C:12](=[O:14])[C:11]1[CH:10]=[CH:9][C:8]([C:6](=[O:7])[C:5]2[CH:17]=[CH:18][CH:19]=[C:3]([O:2][CH3:1])[CH:4]=2)=[CH:16][CH:15]=1)[CH3:43], predict the reactants needed to synthesize it. The reactants are: [CH3:1][O:2][C:3]1[CH:4]=[C:5]([CH:17]=[CH:18][CH:19]=1)[C:6]([C:8]1[CH:16]=[CH:15][C:11]([C:12]([OH:14])=O)=[CH:10][CH:9]=1)=[O:7].C(N=C=NCCCN(C)C)C.O.ON1C2C=CC=CC=2N=N1.[CH2:42]([NH:44][CH2:45][CH3:46])[CH3:43]. (6) Given the product [CH3:18][O:17][CH2:16][C:15]([NH:14][CH:11]1[CH2:12][CH2:13][N:8]([C:4]2[CH:5]=[CH:6][CH:7]=[C:2]([B:20]3[O:24][C:23]([CH3:26])([CH3:25])[C:22]([CH3:28])([CH3:27])[O:21]3)[CH:3]=2)[CH2:9][CH2:10]1)=[O:19], predict the reactants needed to synthesize it. The reactants are: Br[C:2]1[CH:3]=[C:4]([N:8]2[CH2:13][CH2:12][CH:11]([NH:14][C:15](=[O:19])[CH2:16][O:17][CH3:18])[CH2:10][CH2:9]2)[CH:5]=[CH:6][CH:7]=1.[B:20]1([B:20]2[O:24][C:23]([CH3:26])([CH3:25])[C:22]([CH3:28])([CH3:27])[O:21]2)[O:24][C:23]([CH3:26])([CH3:25])[C:22]([CH3:28])([CH3:27])[O:21]1.C(Cl)Cl.C([O-])(=O)C.[K+]. (7) Given the product [Br:1][C:2]1[CH:7]=[CH:6][C:5]([S:8]([NH:15][CH:12]([CH3:14])[CH3:13])(=[O:10])=[O:9])=[CH:4][CH:3]=1, predict the reactants needed to synthesize it. The reactants are: [Br:1][C:2]1[CH:7]=[CH:6][C:5]([S:8](Cl)(=[O:10])=[O:9])=[CH:4][CH:3]=1.[CH:12]([NH2:15])([CH3:14])[CH3:13]. (8) The reactants are: [N+:1]([C:4]1[CH:13]=[CH:12][CH:11]=[C:10]2[C:5]=1[CH:6]=[CH:7][N:8]=[C:9]2[O:14][C:15]1[CH:20]=[CH:19][CH:18]=[C:17]([C:21]([F:24])([F:23])[F:22])[CH:16]=1)([O-])=O.[NH4+].[Cl-]. Given the product [F:24][C:21]([F:22])([F:23])[C:17]1[CH:16]=[C:15]([CH:20]=[CH:19][CH:18]=1)[O:14][C:9]1[C:10]2[CH:11]=[CH:12][CH:13]=[C:4]([NH2:1])[C:5]=2[CH:6]=[CH:7][N:8]=1, predict the reactants needed to synthesize it.